This data is from NCI-60 drug combinations with 297,098 pairs across 59 cell lines. The task is: Regression. Given two drug SMILES strings and cell line genomic features, predict the synergy score measuring deviation from expected non-interaction effect. (1) Drug 1: CC(CN1CC(=O)NC(=O)C1)N2CC(=O)NC(=O)C2. Drug 2: CCCCC(=O)OCC(=O)C1(CC(C2=C(C1)C(=C3C(=C2O)C(=O)C4=C(C3=O)C=CC=C4OC)O)OC5CC(C(C(O5)C)O)NC(=O)C(F)(F)F)O. Cell line: RPMI-8226. Synergy scores: CSS=21.3, Synergy_ZIP=-3.94, Synergy_Bliss=-5.70, Synergy_Loewe=-6.92, Synergy_HSA=-5.87. (2) Drug 1: C1CCC(C(C1)N)N.C(=O)(C(=O)[O-])[O-].[Pt+4]. Drug 2: CC1C(C(CC(O1)OC2CC(CC3=C2C(=C4C(=C3O)C(=O)C5=CC=CC=C5C4=O)O)(C(=O)C)O)N)O. Cell line: SN12C. Synergy scores: CSS=35.6, Synergy_ZIP=-6.40, Synergy_Bliss=-8.97, Synergy_Loewe=-8.10, Synergy_HSA=-5.61.